From a dataset of Full USPTO retrosynthesis dataset with 1.9M reactions from patents (1976-2016). Predict the reactants needed to synthesize the given product. (1) The reactants are: Br[C:2]1[N:7]=[C:6]([NH:8][CH2:9][C:10]2[CH:15]=[CH:14][CH:13]=[C:12]([F:16])[CH:11]=2)[CH:5]=[CH:4][CH:3]=1.[F:17][C:18]1[CH:23]=[C:22](B2OC(C)(C)C(C)(C)O2)[C:21]([CH3:33])=[CH:20][N:19]=1.C(Cl)Cl. Given the product [F:17][C:18]1[CH:23]=[C:22]([C:2]2[CH:3]=[CH:4][CH:5]=[C:6]([NH:8][CH2:9][C:10]3[CH:15]=[CH:14][CH:13]=[C:12]([F:16])[CH:11]=3)[N:7]=2)[C:21]([CH3:33])=[CH:20][N:19]=1, predict the reactants needed to synthesize it. (2) Given the product [CH3:18][NH:20][CH:2]1[CH2:7][CH2:6][N:5]([C:8]([O:10][C:11]([CH3:14])([CH3:13])[CH3:12])=[O:9])[CH2:4][CH2:3]1, predict the reactants needed to synthesize it. The reactants are: O=[C:2]1[CH2:7][CH2:6][N:5]([C:8]([O:10][C:11]([CH3:14])([CH3:13])[CH3:12])=[O:9])[CH2:4][CH2:3]1.Cl.CN.[CH2:18]([N:20](CC)CC)C.[BH4-].[Na+].N.